This data is from Reaction yield outcomes from USPTO patents with 853,638 reactions. The task is: Predict the reaction yield, written as a fraction of the theoretical maximum amount of product (1.0 means a 100% yield; for example, 0.34 means a 34% yield). (1) The reactants are [O:1]1[CH2:5][CH2:4][CH:3]([NH2:6])[CH2:2]1.C([O-])(=O)C.[Na+].[Si:12]([O:19][CH2:20][CH:21]=O)([C:15]([CH3:18])([CH3:17])[CH3:16])([CH3:14])[CH3:13].C(O)(=O)C.C(O[BH-](OC(=O)C)OC(=O)C)(=O)C.[Na+].N. The catalyst is ClCCl.CO.C(OC)(C)(C)C.O1CCCC1. The product is [Si:12]([O:19][CH2:20][CH2:21][NH:6][CH:3]1[CH2:4][CH2:5][O:1][CH2:2]1)([C:15]([CH3:18])([CH3:17])[CH3:16])([CH3:14])[CH3:13]. The yield is 0.480. (2) The reactants are C(OC(=O)[NH:10][C@H:11]([C:13]1[N:17]([C:18]2[CH:23]=[CH:22][CH:21]=[CH:20][CH:19]=2)[C:16]2[C:24]([CH3:28])=[CH:25][CH:26]=[CH:27][C:15]=2[N:14]=1)[CH3:12])C1C=CC=CC=1. The catalyst is [Pd]. The yield is 0.960. The product is [CH3:28][C:24]1[C:16]2[N:17]([C:18]3[CH:23]=[CH:22][CH:21]=[CH:20][CH:19]=3)[C:13]([C@@H:11]([NH2:10])[CH3:12])=[N:14][C:15]=2[CH:27]=[CH:26][CH:25]=1.